Dataset: Forward reaction prediction with 1.9M reactions from USPTO patents (1976-2016). Task: Predict the product of the given reaction. Given the reactants Br[CH2:2][C:3]1[CH:8]=[CH:7][C:6]([Cl:9])=[C:5]([O:10][CH3:11])[CH:4]=1.[C-:12]#[N:13].[Na+], predict the reaction product. The product is: [Cl:9][C:6]1[CH:7]=[CH:8][C:3]([CH2:2][C:12]#[N:13])=[CH:4][C:5]=1[O:10][CH3:11].